Dataset: Forward reaction prediction with 1.9M reactions from USPTO patents (1976-2016). Task: Predict the product of the given reaction. (1) Given the reactants [CH2:1]([CH:5]1[CH2:10][CH:9]2[CH2:11][CH:6]1[CH:7]=[CH:8]2)[CH2:2][CH2:3][CH3:4].[CH2:12]([O:16][C:17]([CH:19]1[CH2:24][CH:23]2[CH2:25][CH:20]1[CH:21]=[CH:22]2)=[O:18])[CH2:13][CH2:14][CH3:15].[CH3:26][O:27][C:28]([CH:30]1[CH2:35][CH:34]2[CH2:36][CH:31]1[CH:32]=[CH:33]2)=[O:29].FC1C([B-](C2C(F)=C(F)C(F)=C(F)C=2F)(C2C(F)=C(F)C(F)=C(F)C=2F)C2C(F)=C(F)C(F)=C(F)C=2F)=C(F)C(F)=C(F)C=1F.C[NH+](C)C1C=CC=CC=1.C1(P(C2CCCCC2)C2CCCCC2)CCCCC1, predict the reaction product. The product is: [CH2:1]([CH:5]1[CH2:10][CH:9]2[CH2:11][CH:6]1[CH:7]=[CH:8]2)[CH2:2][CH2:3][CH3:4].[CH2:12]([O:16][C:17]([CH:19]1[CH2:24][CH:23]2[CH2:25][CH:20]1[CH:21]=[CH:22]2)=[O:18])[CH2:13][CH2:14][CH3:15].[CH3:26][O:27][C:28]([CH:30]1[CH2:35][CH:34]2[CH2:36][CH:31]1[CH:32]=[CH:33]2)=[O:29]. (2) The product is: [CH3:14][C:13]1[N:9]([CH2:8][C:6]2[CH:5]=[CH:4][N:3]=[C:2]([N:31]3[CH2:36][CH2:35][O:34][CH2:33][CH2:32]3)[CH:7]=2)[N:10]=[C:11]([C:15]2[O:19][N:18]=[C:17]([C:20]3[CH:25]=[CH:24][C:23]([O:26][C:27]([F:30])([F:29])[F:28])=[CH:22][CH:21]=3)[N:16]=2)[N:12]=1. Given the reactants Cl[C:2]1[CH:7]=[C:6]([CH2:8][N:9]2[C:13]([CH3:14])=[N:12][C:11]([C:15]3[O:19][N:18]=[C:17]([C:20]4[CH:25]=[CH:24][C:23]([O:26][C:27]([F:30])([F:29])[F:28])=[CH:22][CH:21]=4)[N:16]=3)=[N:10]2)[CH:5]=[CH:4][N:3]=1.[NH:31]1[CH2:36][CH2:35][O:34][CH2:33][CH2:32]1, predict the reaction product.